From a dataset of Catalyst prediction with 721,799 reactions and 888 catalyst types from USPTO. Predict which catalyst facilitates the given reaction. (1) Reactant: [NH2:1][C:2]1[N:6]([C:7]2[CH:12]=[CH:11][CH:10]=[CH:9][CH:8]=2)[N:5]=[CH:4][C:3]=1[C:13]([O:15]/[N:16]=[C:17](/[C:19]1[CH:33]=[CH:32][C:22]([CH2:23][N:24]2[CH2:27][CH:26]([C:28]([O:30][CH3:31])=[O:29])[CH2:25]2)=[CH:21][CH:20]=1)\[NH2:18])=O.C([O-])(=O)C.[Na+]. Product: [NH2:1][C:2]1[N:6]([C:7]2[CH:12]=[CH:11][CH:10]=[CH:9][CH:8]=2)[N:5]=[CH:4][C:3]=1[C:13]1[O:15][N:16]=[C:17]([C:19]2[CH:33]=[CH:32][C:22]([CH2:23][N:24]3[CH2:27][CH:26]([C:28]([O:30][CH3:31])=[O:29])[CH2:25]3)=[CH:21][CH:20]=2)[N:18]=1. The catalyst class is: 88. (2) Reactant: [Cl:1][C:2]1[C:14]2[C:13]3[C:8](=[CH:9][CH:10]=[CH:11][CH:12]=3)[C:7](=[O:15])[C:6]=2[CH:5]=[C:4]([F:16])[CH:3]=1.C(=O)([O-])[O-].[K+].[K+].C[Si](C)(C)[C:25]([F:28])([F:27])[F:26].[F-].[Cs+].Br[CH2:34][C:35]([O:37][CH2:38][CH3:39])=[O:36]. Product: [CH2:38]([O:37][C:35](=[O:36])[CH2:34][O:15][C:7]1([C:25]([F:28])([F:27])[F:26])[C:6]2[CH:5]=[C:4]([F:16])[CH:3]=[C:2]([Cl:1])[C:14]=2[C:13]2[C:8]1=[CH:9][CH:10]=[CH:11][CH:12]=2)[CH3:39]. The catalyst class is: 145. (3) Reactant: [CH3:1][O:2][C:3]([C:5]1[O:6][C:7]([C:10]2[CH:15]=[CH:14][CH:13]=[C:12]([NH2:16])[C:11]=2[OH:17])=[CH:8][CH:9]=1)=[O:4].[N:18]([O-])=O.[Na+].[CH2:22]1[C:30]2[C:25](=[CH:26][C:27]([N:31]3[C:35](=[O:36])[CH2:34][C:33]([CH3:37])=[N:32]3)=[CH:28][CH:29]=2)[CH2:24][CH2:23]1.C(=O)(O)[O-].[Na+]. Product: [CH3:1][O:2][C:3]([C:5]1[O:6][C:7]([C:10]2[CH:15]=[CH:14][CH:13]=[C:12]([NH:16][N:18]=[C:34]3[C:35](=[O:36])[N:31]([C:27]4[CH:26]=[C:25]5[C:30](=[CH:29][CH:28]=4)[CH2:22][CH2:23][CH2:24]5)[N:32]=[C:33]3[CH3:37])[C:11]=2[OH:17])=[CH:8][CH:9]=1)=[O:4]. The catalyst class is: 33.